This data is from Forward reaction prediction with 1.9M reactions from USPTO patents (1976-2016). The task is: Predict the product of the given reaction. (1) Given the reactants [OH:1][C:2]1[C:7]([C:8]([OH:10])=O)=[CH:6][N:5]=[C:4]([N:11]2[CH:15]=[CH:14][CH:13]=[N:12]2)[N:3]=1.CCN(CC)CC.CN(C(ON1N=NC2C=CC=NC1=2)=[N+](C)C)C.F[P-](F)(F)(F)(F)F.Cl.[NH2:48][C@H:49]([CH:62]1[CH2:67][CH2:66][CH2:65][CH2:64][CH2:63]1)[C:50]1[CH:55]=[CH:54][C:53]([P:56]([CH3:61])(=[O:60])[O:57][CH2:58][CH3:59])=[CH:52][CH:51]=1, predict the reaction product. The product is: [CH:62]1([C@@H:49]([NH:48][C:8]([C:7]2[C:2]([OH:1])=[N:3][C:4]([N:11]3[CH:15]=[CH:14][CH:13]=[N:12]3)=[N:5][CH:6]=2)=[O:10])[C:50]2[CH:51]=[CH:52][C:53]([P:56]([CH3:61])(=[O:60])[O:57][CH2:58][CH3:59])=[CH:54][CH:55]=2)[CH2:63][CH2:64][CH2:65][CH2:66][CH2:67]1. (2) Given the reactants Br[C:2]1[CH:3]=[C:4]([CH:10]=[CH:11][C:12]=1[NH:13][C:14]([O:16][C:17]([CH3:20])([CH3:19])[CH3:18])=[O:15])[C:5]([O:7][CH2:8][CH3:9])=[O:6].[CH3:21][C:22]1([CH3:38])[C:26]([CH3:28])([CH3:27])[O:25][B:24]([B:24]2[O:25][C:26]([CH3:28])([CH3:27])[C:22]([CH3:38])([CH3:21])[O:23]2)[O:23]1.C([O-])(=O)C.[Na+], predict the reaction product. The product is: [C:17]([O:16][C:14]([NH:13][C:12]1[CH:11]=[CH:10][C:4]([C:5]([O:7][CH2:8][CH3:9])=[O:6])=[CH:3][C:2]=1[B:24]1[O:25][C:26]([CH3:28])([CH3:27])[C:22]([CH3:38])([CH3:21])[O:23]1)=[O:15])([CH3:20])([CH3:19])[CH3:18]. (3) Given the reactants Br[C:2]1[CH:3]=[N:4][C:5]([C:8]2[CH:9]=[C:10]([CH:12]=[CH:13][CH:14]=2)[NH2:11])=[N:6][CH:7]=1.B(O)(O)[C:16]1[CH:20]=[N:19][N:18]([CH:21]2[CH2:26][CH2:25][N:24]([C:27]([O:29][C:30]([CH3:33])([CH3:32])[CH3:31])=[O:28])[CH2:23][CH2:22]2)[CH:17]=1.C([O-])([O-])=O.[K+].[K+], predict the reaction product. The product is: [NH2:11][C:10]1[CH:9]=[C:8]([C:5]2[N:4]=[CH:3][C:2]([C:16]3[CH:20]=[N:19][N:18]([CH:21]4[CH2:22][CH2:23][N:24]([C:27]([O:29][C:30]([CH3:33])([CH3:32])[CH3:31])=[O:28])[CH2:25][CH2:26]4)[CH:17]=3)=[CH:7][N:6]=2)[CH:14]=[CH:13][CH:12]=1. (4) Given the reactants [C:1]([C:5]1[CH:6]=[C:7]([C:10]([O:13][CH3:14])=[CH:11][N:12]=1)[C:8]#N)([CH3:4])([CH3:3])[CH3:2].[OH-:15].[Na+].[OH:17]S(O)(=O)=O, predict the reaction product. The product is: [C:1]([C:5]1[CH:6]=[C:7]([C:10]([O:13][CH3:14])=[CH:11][N:12]=1)[C:8]([OH:17])=[O:15])([CH3:4])([CH3:3])[CH3:2]. (5) The product is: [F:1][C:2]1[CH:7]=[CH:6][C:5]([N:8]2[CH2:9][C:10]3[C:15](=[CH:14][CH:13]=[C:12]([O:33][CH3:34])[CH:11]=3)[CH:16]2[CH2:17][C:18]2[CH:23]=[CH:22][C:21]([O:24][CH2:25][CH2:26][CH:27]3[CH2:32][CH2:31][CH2:30][CH2:29][NH:28]3)=[CH:20][CH:19]=2)=[CH:4][CH:3]=1. Given the reactants [F:1][C:2]1[CH:7]=[CH:6][C:5]([N:8]2[CH:16]([CH2:17][C:18]3[CH:23]=[CH:22][C:21]([O:24][CH2:25][CH2:26][CH:27]4[CH2:32][CH2:31][CH2:30][CH2:29][NH:28]4)=[CH:20][CH:19]=3)[C:15]3[C:10](=[CH:11][C:12]([O:33][CH3:34])=[CH:13][CH:14]=3)[C:9]2=O)=[CH:4][CH:3]=1.Cl.C(=O)(O)[O-].[Na+], predict the reaction product.